This data is from Catalyst prediction with 721,799 reactions and 888 catalyst types from USPTO. The task is: Predict which catalyst facilitates the given reaction. The catalyst class is: 3. Product: [F:36][C:37]([F:48])([F:47])[C:38]([N:24]1[CH2:23][CH:22]=[C:21]([C:19]2[NH:18][C:14]3[N:15]=[CH:16][N:17]=[C:12]([NH:11][C:7]4[CH:6]=[C:5]5[C:10](=[CH:9][CH:8]=4)[NH:2][N:3]=[CH:4]5)[C:13]=3[CH:20]=2)[CH2:26][CH2:25]1)=[O:39]. Reactant: Cl.[NH:2]1[C:10]2[C:5](=[CH:6][C:7]([NH:11][C:12]3[C:13]4[CH:20]=[C:19]([C:21]5[CH2:22][CH2:23][NH:24][CH2:25][CH:26]=5)[NH:18][C:14]=4[N:15]=[CH:16][N:17]=3)=[CH:8][CH:9]=2)[CH:4]=[N:3]1.CCN(C(C)C)C(C)C.[F:36][C:37]([F:48])([F:47])[C:38](O[C:38](=[O:39])[C:37]([F:48])([F:47])[F:36])=[O:39].